This data is from Full USPTO retrosynthesis dataset with 1.9M reactions from patents (1976-2016). The task is: Predict the reactants needed to synthesize the given product. Given the product [CH:1]1([C:7]2([CH3:14])[C:11](=[O:12])[N:10]([CH2:16][C:17](=[O:18])[C:19]3[CH:23]=[CH:22][S:21][CH:20]=3)[N:9]=[C:8]2[CH3:13])[CH2:2][CH2:3][CH2:4][CH2:5][CH2:6]1, predict the reactants needed to synthesize it. The reactants are: [CH:1]1([C:7]2([CH3:14])[C:11](=[O:12])[NH:10][N:9]=[C:8]2[CH3:13])[CH2:6][CH2:5][CH2:4][CH2:3][CH2:2]1.Br[CH2:16][C:17]([C:19]1[CH:23]=[CH:22][S:21][CH:20]=1)=[O:18].